From a dataset of Reaction yield outcomes from USPTO patents with 853,638 reactions. Predict the reaction yield, written as a fraction of the theoretical maximum amount of product (1.0 means a 100% yield; for example, 0.34 means a 34% yield). (1) The product is [CH3:36][O:35][C:32]1[CH:31]=[CH:30][C:29]([CH2:28][S:27][CH2:26][C@H:17]([NH:16][C:13]([C:10]2[NH:11][C:12]3[C:8]([CH:9]=2)=[CH:7][CH:6]=[CH:5][C:4]=3[N+:1]([O-:3])=[O:2])=[O:15])[CH2:18][O:19][C:20](=[O:25])[C:21]([CH3:24])([CH3:23])[CH3:22])=[CH:34][CH:33]=1. The reactants are [N+:1]([C:4]1[CH:5]=[CH:6][CH:7]=[C:8]2[C:12]=1[NH:11][C:10]([C:13]([OH:15])=O)=[CH:9]2)([O-:3])=[O:2].[NH2:16][C@@H:17]([CH2:26][S:27][CH2:28][C:29]1[CH:34]=[CH:33][C:32]([O:35][CH3:36])=[CH:31][CH:30]=1)[CH2:18][O:19][C:20](=[O:25])[C:21]([CH3:24])([CH3:23])[CH3:22].C(Cl)CCl.C1C=CC2N(O)N=NC=2C=1.C(=O)(O)[O-].[Na+]. The yield is 0.710. The catalyst is CN(C)C=O. (2) The reactants are [CH2:1]([N:3]([CH3:21])[CH2:4][CH2:5][CH2:6][C:7]1[CH:12]=[CH:11][C:10]([NH2:13])=[C:9]([N:14]2[CH2:19][CH2:18][CH:17]([CH3:20])[CH2:16][CH2:15]2)[CH:8]=1)[CH3:2].CCN(C(C)C)C(C)C.[C:31]([C:33]1[O:37][C:36]([C:38](Cl)=[O:39])=[CH:35][CH:34]=1)#[N:32]. The catalyst is C(Cl)Cl. The product is [CH2:1]([N:3]([CH3:21])[CH2:4][CH2:5][CH2:6][C:7]1[CH:12]=[CH:11][C:10]([NH:13][C:38]([C:36]2[O:37][C:33]([C:31]#[N:32])=[CH:34][CH:35]=2)=[O:39])=[C:9]([N:14]2[CH2:19][CH2:18][CH:17]([CH3:20])[CH2:16][CH2:15]2)[CH:8]=1)[CH3:2]. The yield is 0.450. (3) The reactants are [Br:1][C:2]1[CH:3]=[C:4]([CH:8]([NH:16][CH3:17])[CH2:9][N:10]2[CH2:15][CH2:14][O:13][CH2:12][CH2:11]2)[CH:5]=[CH:6][CH:7]=1.[Cl:18][C:19]1[C:20]([Cl:33])=[CH:21][C:22]2[O:27][CH2:26][CH2:25][N:24]([CH2:28][C:29]([OH:31])=O)[C:23]=2[CH:32]=1.CN([P+]([O:44]N1N=NC2C=CC=CC1=2)(N(C)C)N(C)C)C.F[P-](F)(F)(F)(F)F.C(N(CC)CC)C. The catalyst is ClCCl.CN(C=O)C. The product is [Br:1][C:2]1[CH:3]=[C:4]([CH:8]([N:16]([CH3:17])[C:29](=[O:31])[CH2:28][N:24]2[C:23]3[CH:32]=[C:19]([Cl:18])[C:20]([Cl:33])=[CH:21][C:22]=3[O:27][CH2:26][C:25]2=[O:44])[CH2:9][N:10]2[CH2:15][CH2:14][O:13][CH2:12][CH2:11]2)[CH:5]=[CH:6][CH:7]=1. The yield is 0.560.